This data is from TCR-epitope binding with 47,182 pairs between 192 epitopes and 23,139 TCRs. The task is: Binary Classification. Given a T-cell receptor sequence (or CDR3 region) and an epitope sequence, predict whether binding occurs between them. (1) The epitope is SLFNTVATLY. The TCR CDR3 sequence is CASTPMGLSSGETQYF. Result: 0 (the TCR does not bind to the epitope). (2) The epitope is NLWNTFTRL. The TCR CDR3 sequence is CASSYGLLGTYEQYF. Result: 0 (the TCR does not bind to the epitope). (3) The epitope is ELAGIGILTV. The TCR CDR3 sequence is CASSQEPNWNTEAFF. Result: 1 (the TCR binds to the epitope).